This data is from Forward reaction prediction with 1.9M reactions from USPTO patents (1976-2016). The task is: Predict the product of the given reaction. (1) Given the reactants [CH2:1]([O:5][CH2:6][CH2:7][O:8][C:9]1[CH:14]=[CH:13][C:12]([C:15]2[CH:16]=[CH:17][C:18]3[N:24](C(=O)C(F)(F)F)[CH2:23][CH2:22][C:21]([C:31]([NH:33][C:34]4[CH:39]=[CH:38][C:37]([CH:40]([OH:49])[C:41]5[CH:46]=[C:45]([CH3:47])[CH:44]=[CH:43][N+:42]=5[O-:48])=[C:36]([O:50][CH2:51][CH3:52])[CH:35]=4)=[O:32])=[CH:20][C:19]=3[CH:53]=2)=[CH:11][CH:10]=1)[CH2:2][CH2:3][CH3:4].[BH4-].[Na+], predict the reaction product. The product is: [CH2:1]([O:5][CH2:6][CH2:7][O:8][C:9]1[CH:10]=[CH:11][C:12]([C:15]2[CH:16]=[CH:17][C:18]3[NH:24][CH2:23][CH2:22][C:21]([C:31]([NH:33][C:34]4[CH:39]=[CH:38][C:37]([CH:40]([OH:49])[C:41]5[CH:46]=[C:45]([CH3:47])[CH:44]=[CH:43][N+:42]=5[O-:48])=[C:36]([O:50][CH2:51][CH3:52])[CH:35]=4)=[O:32])=[CH:20][C:19]=3[CH:53]=2)=[CH:13][CH:14]=1)[CH2:2][CH2:3][CH3:4]. (2) The product is: [OH:6][CH2:5][C:4]1[CH:3]=[C:2]([CH:9]=[CH:8][CH:7]=1)[O:1][CH2:21][C:22]#[N:23]. Given the reactants [OH:1][C:2]1[CH:3]=[C:4]([CH:7]=[CH:8][CH:9]=1)[CH2:5][OH:6].CC(C)=O.C(=O)([O-])[O-].[K+].[K+].Br[CH2:21][C:22]#[N:23], predict the reaction product. (3) The product is: [CH3:21][O:25][N:26]([CH3:27])[C:9](=[O:10])[CH2:8][CH:7]([C:12]1[CH:17]=[CH:16][CH:15]=[CH:14][CH:13]=1)[C:1]1[CH:6]=[CH:5][CH:4]=[CH:3][CH:2]=1. Given the reactants [C:1]1([CH:7]([C:12]2[CH:17]=[CH:16][CH:15]=[CH:14][CH:13]=2)[CH2:8][C:9](O)=[O:10])[CH:6]=[CH:5][CH:4]=[CH:3][CH:2]=1.CN([C:21]([O:25][N:26]1N=NC2C=CC=C[C:27]1=2)=[N+](C)C)C.[B-](F)(F)(F)F.Cl.CNOC.C([O-])(O)=O.[Na+], predict the reaction product. (4) Given the reactants [C:1]([O:5][CH2:6][CH3:7])(=[O:4])[CH:2]=[CH2:3].[CH2:8]([N:15]1[CH2:20][CH2:19][N:18]([CH:21]2[CH2:26][CH2:25][NH:24][CH2:23][CH2:22]2)[CH2:17][CH2:16]1)[C:9]1[CH:14]=[CH:13][CH:12]=[CH:11][CH:10]=1, predict the reaction product. The product is: [CH2:8]([N:15]1[CH2:16][CH2:17][N:18]([CH:21]2[CH2:26][CH2:25][N:24]([CH2:3][CH2:2][C:1]([O:5][CH2:6][CH3:7])=[O:4])[CH2:23][CH2:22]2)[CH2:19][CH2:20]1)[C:9]1[CH:10]=[CH:11][CH:12]=[CH:13][CH:14]=1. (5) Given the reactants CO[C:3](=[O:24])[C:4]1[CH:9]=[CH:8][C:7]([O:10][CH2:11][C:12]2[C:13]([C:18]3[CH:23]=[CH:22][CH:21]=[CH:20][N:19]=3)=[N:14][O:15][C:16]=2[CH3:17])=[N:6][CH:5]=1.[F:25][C:26]([F:30])([F:29])[CH2:27][NH2:28], predict the reaction product. The product is: [CH3:17][C:16]1[O:15][N:14]=[C:13]([C:18]2[CH:23]=[CH:22][CH:21]=[CH:20][N:19]=2)[C:12]=1[CH2:11][O:10][C:7]1[CH:8]=[CH:9][C:4]([C:3]([NH:28][CH2:27][C:26]([F:30])([F:29])[F:25])=[O:24])=[CH:5][N:6]=1.